From a dataset of Full USPTO retrosynthesis dataset with 1.9M reactions from patents (1976-2016). Predict the reactants needed to synthesize the given product. (1) Given the product [C:10]1([CH:16]=[C:17]([C:1]2[CH:6]=[CH:5][CH:4]=[CH:3][CH:2]=2)[C:18]2[CH:19]=[CH:20][CH:21]=[CH:22][CH:23]=2)[CH:15]=[CH:14][CH:13]=[CH:12][CH:11]=1, predict the reactants needed to synthesize it. The reactants are: [C:1]1(B(O)O)[CH:6]=[CH:5][CH:4]=[CH:3][CH:2]=1.[C:10]1([C:16]#[C:17][C:18]2[CH:23]=[CH:22][CH:21]=[CH:20][CH:19]=2)[CH:15]=[CH:14][CH:13]=[CH:12][CH:11]=1.C1C=CC(P(C2C=CC=CC=2)C2C=CC=CC=2)=CC=1. (2) Given the product [CH3:1][C@@H:2]1[N:7]2[C:6]3[C:12]([C:10]([C:9]([C:24]([OH:26])=[O:25])=[CH:8]2)=[O:11])=[CH:13][C:14]([F:23])=[C:15]([N:16]2[CH2:17][CH2:18][N:19]([CH3:22])[CH2:20][CH2:21]2)[C:5]=3[O:4][CH2:3]1, predict the reactants needed to synthesize it. The reactants are: [CH3:1][C@@H:2]1[N:7]2[CH:8]=[C:9]([C:24]([OH:26])=[O:25])[C:10]([C:12]3=[CH:13][C:14]([F:23])=[C:15]([N:16]4[CH2:21][CH2:20][N:19]([CH3:22])[CH2:18][CH2:17]4)[C:5](=[C:6]23)[O:4][CH2:3]1)=[O:11].[CH3:1][C@@H:2]1[N:7]2[CH:8]=[C:9]([C:24]([OH:26])=[O:25])[C:10]([C:12]3=[CH:13][C:14]([F:23])=[C:15]([N:16]4[CH2:21][CH2:20][N:19]([CH3:22])[CH2:18][CH2:17]4)[C:5](=[C:6]23)[O:4][CH2:3]1)=[O:11].O.OCC(CO)O. (3) Given the product [Br:28][C:23]1[C:22]2[C:16]3[N:15]([CH3:26])[C:14](=[O:27])[N:13]([C:3]4[C:2]([F:1])=[C:7]([O:8][CH3:9])[CH:6]=[C:5]([O:10][CH3:11])[C:4]=4[F:12])[CH2:18][C:17]=3[CH:19]=[N:20][C:21]=2[NH:25][CH:24]=1, predict the reactants needed to synthesize it. The reactants are: [F:1][C:2]1[C:7]([O:8][CH3:9])=[CH:6][C:5]([O:10][CH3:11])=[C:4]([F:12])[C:3]=1[N:13]1[CH2:18][C:17]2[CH:19]=[N:20][C:21]3[NH:25][CH:24]=[CH:23][C:22]=3[C:16]=2[N:15]([CH3:26])[C:14]1=[O:27].[Br:28]N1C(=O)CCC1=O.